This data is from Catalyst prediction with 721,799 reactions and 888 catalyst types from USPTO. The task is: Predict which catalyst facilitates the given reaction. (1) Reactant: [BH4-].[Na+].[F:3][C:4]1[CH:9]=[CH:8][C:7]([C@@H:10]([N:13]2[C:18](=[O:19])[CH2:17][CH2:16][CH2:15][C@@H:14]2[C:20]([O:22][CH2:23]C)=[O:21])CO)=[CH:6][CH:5]=1.O.C(OCC)(=O)C. Product: [F:3][C:4]1[CH:5]=[CH:6][C:7]([CH:10]2[CH2:23][O:22][C@@H:20]([OH:21])[CH:14]3[CH2:15][CH2:16][CH2:17][C:18](=[O:19])[N:13]23)=[CH:8][CH:9]=1. The catalyst class is: 5. (2) Reactant: CC1(C)[O:7][CH2:6][CH:5]([CH2:8][CH2:9][N:10]2[CH:18]=[N:17][C:16]3[C:11]2=[N:12][CH:13]=[N:14][C:15]=3[NH2:19])[CH2:4][O:3]1.[OH-].[Na+]. Product: [OH:3][CH2:4][CH:5]([CH2:6][OH:7])[CH2:8][CH2:9][N:10]1[CH:18]=[N:17][C:16]2[C:11]1=[N:12][CH:13]=[N:14][C:15]=2[NH2:19]. The catalyst class is: 33. (3) Product: [CH2:15]([CH:14]1[NH:22][C:23](=[O:24])[CH2:11][NH:12][C:13]1=[O:30])[C:16]1[CH:21]=[CH:20][CH:19]=[CH:18][CH:17]=1. The catalyst class is: 168. Reactant: FC(F)(F)C(O)=O.COC(=O)[CH2:11][NH:12][C:13](=[O:30])[CH:14]([NH:22][C:23](OC(C)(C)C)=[O:24])[CH2:15][C:16]1[CH:21]=[CH:20][CH:19]=[CH:18][CH:17]=1.N. (4) Reactant: I[C:2]1[CH:7]=[CH:6][N:5]=[CH:4][C:3]=1[NH:8][CH2:9][CH2:10][C:11]#[N:12].[CH3:13][C:14]1[CH:19]=[CH:18][CH:17]=[CH:16][C:15]=1B(O)O. Product: [C:14]1([CH3:13])[CH:19]=[CH:18][CH:17]=[CH:16][C:15]=1[C:2]1[CH:7]=[CH:6][N:5]=[CH:4][C:3]=1[NH:8][CH2:9][CH2:10][C:11]#[N:12]. The catalyst class is: 243. (5) Reactant: [Br:1]Br.[CH:3]1([C:6]([CH:13]2[CH2:15][CH2:14]2)([C:8]2[S:9][CH:10]=[CH:11][N:12]=2)[OH:7])[CH2:5][CH2:4]1.CC([O-])=O.[Na+]. Product: [Br:1][C:10]1[S:9][C:8]([C:6]([CH:3]2[CH2:5][CH2:4]2)([CH:13]2[CH2:14][CH2:15]2)[OH:7])=[N:12][CH:11]=1. The catalyst class is: 15. (6) Reactant: [CH:1]1([C:4]2[NH:8][N:7]=[C:6]([NH:9][C:10]3[C:15]([N+:16]([O-])=O)=[CH:14][N:13]=[C:12]([C:19]4[CH:24]=[CH:23][CH:22]=[CH:21][N:20]=4)[N:11]=3)[CH:5]=2)[CH2:3][CH2:2]1.[NH4+].[Cl-]. Product: [CH:1]1([C:4]2[NH:8][N:7]=[C:6]([NH:9][C:10]3[C:15]([NH2:16])=[CH:14][N:13]=[C:12]([C:19]4[CH:24]=[CH:23][CH:22]=[CH:21][N:20]=4)[N:11]=3)[CH:5]=2)[CH2:3][CH2:2]1. The catalyst class is: 186. (7) Reactant: [H-].[Na+].[OH:3][C:4]([C:30]1[CH:35]=[CH:34][C:33]([O:36][CH3:37])=[CH:32][CH:31]=1)([C:22]1[CH:27]=[CH:26][C:25]([O:28][CH3:29])=[CH:24][CH:23]=1)[C:5]1[N:6]=[N:7][N:8]([CH2:10][CH2:11][O:12][CH2:13][CH2:14][O:15][CH2:16][CH2:17][O:18][CH2:19][CH2:20][OH:21])[CH:9]=1.[CH2:38](Br)[C:39]#[CH:40].[Na+].[Cl-]. Product: [CH2:10]([N:8]1[CH:9]=[C:5]([C:4]([C:22]2[CH:27]=[CH:26][C:25]([O:28][CH3:29])=[CH:24][CH:23]=2)([C:30]2[CH:35]=[CH:34][C:33]([O:36][CH3:37])=[CH:32][CH:31]=2)[OH:3])[N:6]=[N:7]1)[CH2:11][O:12][CH2:13][CH2:14][O:15][CH2:16][CH2:17][O:18][CH2:19][CH2:20][O:21][CH2:40][C:39]#[CH:38]. The catalyst class is: 11. (8) Reactant: [F:1][C:2]1[CH:7]=[CH:6][C:5]([NH:8][C:9]([CH2:11][C:12]2[CH:35]=[CH:34][C:15]3[C:16]([CH2:19][CH2:20][CH:21]4[CH2:26][CH2:25][N:24]([C:27]([O:29][C:30]([CH3:33])([CH3:32])[CH3:31])=[O:28])[CH2:23][CH2:22]4)=[N:17][O:18][C:14]=3[C:13]=2[CH2:36][O:37]C2CCCCO2)=[O:10])=[CH:4][CH:3]=1.C1(C)C=CC(S([O-])(=O)=O)=CC=1.[NH+]1C=CC=CC=1.C(=O)(O)[O-].[Na+].O. Product: [F:1][C:2]1[CH:7]=[CH:6][C:5]([NH:8][C:9]([CH2:11][C:12]2[CH:35]=[CH:34][C:15]3[C:16]([CH2:19][CH2:20][CH:21]4[CH2:22][CH2:23][N:24]([C:27]([O:29][C:30]([CH3:33])([CH3:31])[CH3:32])=[O:28])[CH2:25][CH2:26]4)=[N:17][O:18][C:14]=3[C:13]=2[CH2:36][OH:37])=[O:10])=[CH:4][CH:3]=1. The catalyst class is: 8.